Dataset: Catalyst prediction with 721,799 reactions and 888 catalyst types from USPTO. Task: Predict which catalyst facilitates the given reaction. (1) Reactant: [OH-].[Na+].C(#N)C.[NH2:6][C:7]1[NH:8][C:9]2[CH:15]=[CH:14][CH:13]=[CH:12][C:10]=2[N:11]=1.[CH3:16][N:17]([CH3:22])[S:18](Cl)(=[O:20])=[O:19]. Product: [CH3:16][N:17]([CH3:22])[S:18]([C:12]1[C:10]2[NH:11][C:7]([NH2:6])=[N:8][C:9]=2[CH:15]=[CH:14][CH:13]=1)(=[O:20])=[O:19]. The catalyst class is: 6. (2) Reactant: [NH:1]1[C:9]2[C:4](=[CH:5][CH:6]=[CH:7][CH:8]=2)[CH:3]=[C:2]1[C:10]([O:12][CH2:13][CH3:14])=[O:11].Cl[CH2:16][C:17]1[CH:22]=[CH:21][C:20]([F:23])=[CH:19][CH:18]=1.C(=O)([O-])[O-].[K+].[K+].O. Product: [F:23][C:20]1[CH:21]=[CH:22][C:17]([CH2:16][N:1]2[C:9]3[C:4](=[CH:5][CH:6]=[CH:7][CH:8]=3)[CH:3]=[C:2]2[C:10]([O:12][CH2:13][CH3:14])=[O:11])=[CH:18][CH:19]=1. The catalyst class is: 3. (3) Reactant: C([O:3][C:4](=[O:21])[C:5]1[CH:10]=[CH:9][C:8]([NH:11][C:12](=[O:20])[C:13]2[CH:18]=[CH:17][C:16]([F:19])=[CH:15][CH:14]=2)=[CH:7][CH:6]=1)C.O.[OH-].[Na+]. Product: [F:19][C:16]1[CH:17]=[CH:18][C:13]([C:12]([NH:11][C:8]2[CH:9]=[CH:10][C:5]([C:4]([OH:21])=[O:3])=[CH:6][CH:7]=2)=[O:20])=[CH:14][CH:15]=1. The catalyst class is: 14. (4) Reactant: [C:1]1(=[O:11])[NH:5][C:4](=[O:6])[C:3]2=[CH:7][CH:8]=[CH:9][CH:10]=[C:2]12.[K].Br[CH2:14][CH2:15][CH2:16][CH2:17][C:18]([CH3:28])([CH3:27])[CH2:19][O:20][CH:21]1[CH2:26][CH2:25][CH2:24][CH2:23][O:22]1. Product: [CH3:27][C:18]([CH3:28])([CH2:17][CH2:16][CH2:15][CH2:14][N:5]1[C:1](=[O:11])[C:2]2=[CH:10][CH:9]=[CH:8][CH:7]=[C:3]2[C:4]1=[O:6])[CH2:19][O:20][CH:21]1[CH2:26][CH2:25][CH2:24][CH2:23][O:22]1. The catalyst class is: 3.